This data is from Catalyst prediction with 721,799 reactions and 888 catalyst types from USPTO. The task is: Predict which catalyst facilitates the given reaction. (1) Reactant: [CH3:1][O:2][C:3]1[CH:20]=[CH:19][C:6]2[NH:7][C:8](=[O:18])[N:9]([CH:12]3[CH2:17][CH2:16][NH:15][CH2:14][CH2:13]3)[CH2:10][CH2:11][C:5]=2[CH:4]=1.Cl[C:22]1[N:27]=[CH:26][N:25]=[C:24]([O:28][C:29]2[CH:38]=[C:37]([CH3:39])[C:32]3[NH:33][C:34](=[O:36])[S:35][C:31]=3[CH:30]=2)[CH:23]=1.CCN(C(C)C)C(C)C.O. Product: [CH3:1][O:2][C:3]1[CH:20]=[CH:19][C:6]2[NH:7][C:8](=[O:18])[N:9]([CH:12]3[CH2:13][CH2:14][N:15]([C:22]4[N:27]=[CH:26][N:25]=[C:24]([O:28][C:29]5[CH:38]=[C:37]([CH3:39])[C:32]6[NH:33][C:34](=[O:36])[S:35][C:31]=6[CH:30]=5)[CH:23]=4)[CH2:16][CH2:17]3)[CH2:10][CH2:11][C:5]=2[CH:4]=1. The catalyst class is: 3. (2) Reactant: [CH3:1][O:2][C:3]([NH:5][C@@H:6]([CH:10]([CH3:12])[CH3:11])[C:7]([OH:9])=O)=[O:4].CN(C(ON1N=NC2C=CC=NC1=2)=[N+](C)C)C.F[P-](F)(F)(F)(F)F.CCN(C(C)C)C(C)C.Cl.[O:47]=[C:48]1[CH:59]2[C:60]3[N:52]([CH:53]=[CH:54][C:55]=3[CH2:56][CH2:57][C@@H:58]2[NH:61][C:62](=[O:65])[O:63][CH3:64])[CH2:51][C@@H:50]([C:66]2[NH:67][C:68]([C:71]3[CH:76]=[CH:75][C:74]([C:77]4[CH:86]=[N:85][C:84]5[C:79](=[CH:80][CH:81]=[C:82]([C:87]6[NH:91][C:90]([C@@H:92]7[CH2:96][CH2:95][CH2:94][NH:93]7)=[N:89][CH:88]=6)[CH:83]=5)[N:78]=4)=[CH:73][CH:72]=3)=[CH:69][N:70]=2)[CH2:49]1. Product: [CH3:64][O:63][C:62](=[O:65])[NH:61][C@@H:58]1[CH:59]2[C:48](=[O:47])[CH2:49][C@H:50]([C:66]3[NH:67][C:68]([C:71]4[CH:72]=[CH:73][C:74]([C:77]5[CH:86]=[N:85][C:84]6[C:79](=[CH:80][CH:81]=[C:82]([C:87]7[NH:91][C:90]([C@@H:92]8[CH2:96][CH2:95][CH2:94][N:93]8[C:7](=[O:9])[C@@H:6]([NH:5][C:3]([O:2][CH3:1])=[O:4])[CH:10]([CH3:12])[CH3:11])=[N:89][CH:88]=7)[CH:83]=6)[N:78]=5)=[CH:75][CH:76]=4)=[CH:69][N:70]=3)[CH2:51][N:52]3[C:60]2=[C:55]([CH:54]=[CH:53]3)[CH2:56][CH2:57]1. The catalyst class is: 3. (3) Reactant: [C:1]([O:5][C:6](=[O:13])[C@@H:7]([NH2:12])[CH2:8][C:9]([OH:11])=[O:10])([CH3:4])([CH3:3])[CH3:2].[OH-].[Na+].[CH2:16]([O:23][C:24](O[C:24]([O:23][CH2:16][C:17]1[CH:22]=[CH:21][CH:20]=[CH:19][CH:18]=1)=[O:25])=[O:25])[C:17]1[CH:22]=[CH:21][CH:20]=[CH:19][CH:18]=1. Product: [C:1]([O:5][C:6](=[O:13])[C@@H:7]([NH:12][C:24]([O:23][CH2:16][C:17]1[CH:22]=[CH:21][CH:20]=[CH:19][CH:18]=1)=[O:25])[CH2:8][C:9]([OH:11])=[O:10])([CH3:4])([CH3:2])[CH3:3]. The catalyst class is: 127.